Dataset: Peptide-MHC class I binding affinity with 185,985 pairs from IEDB/IMGT. Task: Regression. Given a peptide amino acid sequence and an MHC pseudo amino acid sequence, predict their binding affinity value. This is MHC class I binding data. (1) The peptide sequence is CRHCLNLLL. The MHC is HLA-A30:02 with pseudo-sequence HLA-A30:02. The binding affinity (normalized) is 0.194. (2) The peptide sequence is GLDSRAYRL. The MHC is HLA-E01:03 with pseudo-sequence HLA-E01:03. The binding affinity (normalized) is 0. (3) The peptide sequence is YSKVKLLGL. The MHC is HLA-B08:02 with pseudo-sequence HLA-B08:02. The binding affinity (normalized) is 0.423.